Dataset: Catalyst prediction with 721,799 reactions and 888 catalyst types from USPTO. Task: Predict which catalyst facilitates the given reaction. (1) Reactant: [C:1]([N:5]1[CH:9]=[C:8]([NH2:10])[CH:7]=[N:6]1)([CH3:4])([CH3:3])[CH3:2].[C:11]1([O:17][C:18](Cl)=[O:19])[CH:16]=[CH:15][CH:14]=[CH:13][CH:12]=1.C([O-])([O-])=O.[K+].[K+]. Product: [C:1]([N:5]1[CH:9]=[C:8]([NH:10][C:18](=[O:19])[O:17][C:11]2[CH:16]=[CH:15][CH:14]=[CH:13][CH:12]=2)[CH:7]=[N:6]1)([CH3:4])([CH3:3])[CH3:2]. The catalyst class is: 1. (2) Reactant: [H-].[Na+].[C:3]([O:11][CH2:12][CH3:13])(=[O:10])[CH2:4][C:5]([O:7][CH2:8][CH3:9])=[O:6].Br[CH2:15][CH:16]([CH2:25]Cl)[O:17][CH2:18][C:19]1[CH:24]=[CH:23][CH:22]=[CH:21][CH:20]=1. Product: [CH2:18]([O:17][CH:16]1[CH2:25][C:4]([C:5]([O:7][CH2:8][CH3:9])=[O:6])([C:3]([O:11][CH2:12][CH3:13])=[O:10])[CH2:15]1)[C:19]1[CH:24]=[CH:23][CH:22]=[CH:21][CH:20]=1. The catalyst class is: 12.